This data is from Catalyst prediction with 721,799 reactions and 888 catalyst types from USPTO. The task is: Predict which catalyst facilitates the given reaction. (1) Reactant: [CH2:1]([CH:3]1[C:8]([C:9]2[CH:31]=[CH:30][C:12]3[N:13]=[C:14]([C:16]4[CH:21]=[CH:20][C:19]([CH:22]=[CH:23][C:24]5[CH:29]=[CH:28][CH:27]=[CH:26][CH:25]=5)=[CH:18][CH:17]=4)[O:15][C:11]=3[CH:10]=2)=[N:7][NH:6][C:5](=[O:32])[CH2:4]1)[CH3:2].[H][H]. Product: [CH2:1]([CH:3]1[C:8]([C:9]2[CH:31]=[CH:30][C:12]3[N:13]=[C:14]([C:16]4[CH:21]=[CH:20][C:19]([CH2:22][CH2:23][C:24]5[CH:29]=[CH:28][CH:27]=[CH:26][CH:25]=5)=[CH:18][CH:17]=4)[O:15][C:11]=3[CH:10]=2)=[N:7][NH:6][C:5](=[O:32])[CH2:4]1)[CH3:2]. The catalyst class is: 43. (2) Reactant: C([O:4][C@H:5]1[C@@H:27]([O:28]C(=O)C)[C@H:26]([O:32]C(=O)C)[C@@H:25]([CH2:36][O:37]C(=O)C)[O:24][C@@H:6]1[O:7][C:8]1[CH:13]=[CH:12][C:11]([C:14]2[CH:15]=[C:16]3[CH:22]=[CH:21][NH:20][C:17]3=[N:18][CH:19]=2)=[CH:10][C:9]=1[Cl:23])(=O)C.CO[Na].CO. Product: [O:7]([C:8]1[CH:13]=[CH:12][C:11]([C:14]2[CH:15]=[C:16]3[CH:22]=[CH:21][NH:20][C:17]3=[N:18][CH:19]=2)=[CH:10][C:9]=1[Cl:23])[C@H:6]1[O:24][C@H:25]([CH2:36][OH:37])[C@@H:26]([OH:32])[C@H:27]([OH:28])[C@@H:5]1[OH:4]. The catalyst class is: 5.